Regression. Given a peptide amino acid sequence and an MHC pseudo amino acid sequence, predict their binding affinity value. This is MHC class I binding data. From a dataset of Peptide-MHC class I binding affinity with 185,985 pairs from IEDB/IMGT. (1) The peptide sequence is RNPYENVLYK. The MHC is HLA-A68:01 with pseudo-sequence HLA-A68:01. The binding affinity (normalized) is 0.246. (2) The peptide sequence is AVARKHHTK. The MHC is HLA-B08:01 with pseudo-sequence HLA-B08:01. The binding affinity (normalized) is 0. (3) The peptide sequence is SLYNTVATI. The MHC is HLA-A02:01 with pseudo-sequence HLA-A02:01. The binding affinity (normalized) is 0.602. (4) The peptide sequence is QIYPGIKVR. The MHC is HLA-B40:02 with pseudo-sequence HLA-B40:02. The binding affinity (normalized) is 0. (5) The peptide sequence is CTRMMETQTST. The MHC is Mamu-A02 with pseudo-sequence Mamu-A02. The binding affinity (normalized) is 0.382. (6) The MHC is HLA-A68:02 with pseudo-sequence HLA-A68:02. The binding affinity (normalized) is 0.143. The peptide sequence is FLEQQNKILL.